This data is from Catalyst prediction with 721,799 reactions and 888 catalyst types from USPTO. The task is: Predict which catalyst facilitates the given reaction. (1) Reactant: Cl[CH2:2][C@H:3]([OH:27])[CH2:4][N:5]1[CH:9]=[C:8]([C:10]2[S:11][CH:12]=[CH:13][CH:14]=2)[N:7]=[C:6]1[CH2:15][CH2:16][C:17]1[N:26]=[C:20]2[CH:21]=[CH:22][CH:23]=[C:24]([CH3:25])[N:19]2[N:18]=1.[CH3:28][NH:29][CH3:30].CO. Product: [CH3:28][N:29]([CH3:30])[CH2:2][C@H:3]([OH:27])[CH2:4][N:5]1[CH:9]=[C:8]([C:10]2[S:11][CH:12]=[CH:13][CH:14]=2)[N:7]=[C:6]1[CH2:15][CH2:16][C:17]1[N:26]=[C:20]2[CH:21]=[CH:22][CH:23]=[C:24]([CH3:25])[N:19]2[N:18]=1. The catalyst class is: 16. (2) Reactant: [F:1][C:2]1[CH:7]=[C:6]([I:8])[CH:5]=[CH:4][C:3]=1[CH:9]([OH:11])[CH3:10]. Product: [F:1][C:2]1[CH:7]=[C:6]([I:8])[CH:5]=[CH:4][C:3]=1[C:9](=[O:11])[CH3:10]. The catalyst class is: 327. (3) Reactant: [F:1][C:2]([F:34])([F:33])[C:3]1[CH:4]=[C:5]([CH:26]=[C:27]([C:29]([F:32])([F:31])[F:30])[CH:28]=1)[CH2:6][NH:7][CH2:8][C:9]1[CH:14]=[C:13]([C:15]([F:18])([F:17])[F:16])[CH:12]=[CH:11][C:10]=1[N:19]([CH2:22][CH2:23][CH2:24][CH3:25])[CH2:20][CH3:21].[Cl:35][C:36]1[CH:41]=[C:40](Cl)[N:39]=[CH:38][N:37]=1.C(N(C(C)C)C(C)C)C.C(OCC)(=O)C. Product: [F:1][C:2]([F:33])([F:34])[C:3]1[CH:4]=[C:5]([CH:26]=[C:27]([C:29]([F:32])([F:31])[F:30])[CH:28]=1)[CH2:6][N:7]([CH2:8][C:9]1[CH:14]=[C:13]([C:15]([F:17])([F:16])[F:18])[CH:12]=[CH:11][C:10]=1[N:19]([CH2:22][CH2:23][CH2:24][CH3:25])[CH2:20][CH3:21])[C:40]1[CH:41]=[C:36]([Cl:35])[N:37]=[CH:38][N:39]=1. The catalyst class is: 93.